From a dataset of Catalyst prediction with 721,799 reactions and 888 catalyst types from USPTO. Predict which catalyst facilitates the given reaction. (1) Product: [CH:1]1([CH2:4][N:5]2[C:13]3[C:8](=[CH:9][CH:10]=[C:11]([O:14][CH2:15][CH3:16])[CH:12]=3)[C:7]([F:26])=[C:6]2[C:17]2[CH:18]=[CH:19][C:20]([N+:23]([O-:25])=[O:24])=[CH:21][CH:22]=2)[CH2:3][CH2:2]1. Reactant: [CH:1]1([CH2:4][N:5]2[C:13]3[C:8](=[CH:9][CH:10]=[C:11]([O:14][CH2:15][CH3:16])[CH:12]=3)[CH:7]=[C:6]2[C:17]2[CH:22]=[CH:21][C:20]([N+:23]([O-:25])=[O:24])=[CH:19][CH:18]=2)[CH2:3][CH2:2]1.[F:26][B-](F)(F)F.F[N+]1C(C)=CC(C)=CC=1C. The catalyst class is: 2. (2) Reactant: [CH3:1][O:2][C:3]1[CH:4]=[C:5]([S:13][CH2:14][C:15](=O)[CH2:16][C:17]([O:19][CH3:20])=[O:18])[CH:6]=[C:7]([C:9]([F:12])([F:11])[F:10])[CH:8]=1.CS(O)(=O)=O.O=P12OP3(OP(OP(O3)(O1)=O)(=O)O2)=O. Product: [CH3:20][O:19][C:17](=[O:18])[CH2:16][C:15]1[C:6]2[C:7]([C:9]([F:12])([F:11])[F:10])=[CH:8][C:3]([O:2][CH3:1])=[CH:4][C:5]=2[S:13][CH:14]=1. The catalyst class is: 6. (3) Reactant: [CH3:1][O:2][C:3]1[CH:4]=[C:5]([SH:9])[CH:6]=[CH:7][CH:8]=1.[OH-].[K+].Br.Br[CH2:14][C:15]([C:17]1[S:21][C:20]([CH3:22])=[N:19][C:18]=1[CH3:23])=[O:16]. Product: [CH3:22][C:20]1[S:21][C:17]([C:15](=[O:16])[CH2:14][S:9][C:5]2[CH:6]=[CH:7][CH:8]=[C:3]([O:2][CH3:1])[CH:4]=2)=[C:18]([CH3:23])[N:19]=1. The catalyst class is: 97. (4) Reactant: [CH3:1][O:2][C:3]1[C:8]([O:9][CH3:10])=[C:7]([O:11][CH3:12])[C:6]2[C:13]3[C:20]([C@@H:21]([NH2:24])[CH2:22][CH2:23][C:5]=2[CH:4]=1)=[CH:19][C:17](=[O:18])[C:16]([O:25][CH3:26])=[CH:15][CH:14]=3.[F:27][C:28]1[CH:29]=[C:30]([CH:34]=[C:35]([CH2:37][OH:38])[CH:36]=1)[C:31](O)=[O:32].C1C=CC2N(O)N=NC=2C=1.CCN=C=NCCCN(C)C. Product: [F:27][C:28]1[CH:36]=[C:35]([CH:34]=[C:30]([CH2:31][OH:32])[CH:29]=1)[C:37]([NH:24][C@@H:21]1[C:20]2[C:13](=[CH:14][CH:15]=[C:16]([O:25][CH3:26])[C:17](=[O:18])[CH:19]=2)[C:6]2[C:7]([O:11][CH3:12])=[C:8]([O:9][CH3:10])[C:3]([O:2][CH3:1])=[CH:4][C:5]=2[CH2:23][CH2:22]1)=[O:38]. The catalyst class is: 35. (5) Reactant: C[C:2]1[S:3][C:4](=[CH:8][C:9]2[CH:14]=[CH:13][CH:12]=[CH:11][CH:10]=2)[C:5](=[O:7])[N:6]=1.C([O:17][C:18](=[O:27])[CH2:19][C:20]1[CH:25]=[CH:24][C:23]([NH2:26])=[CH:22][CH:21]=1)C.CC(C)([O-])C.[K+]. Product: [O:7]=[C:5]1[C:4](=[CH:8][C:9]2[CH:14]=[CH:13][CH:12]=[CH:11][CH:10]=2)[S:3][C:2]([NH:26][C:23]2[CH:22]=[CH:21][C:20]([CH2:19][C:18]([OH:27])=[O:17])=[CH:25][CH:24]=2)=[N:6]1. The catalyst class is: 107. (6) Reactant: C(O[C:4](=O)[CH2:5][C:6]1[CH:11]=[CH:10][C:9]([O:12][CH:13]([F:15])[F:14])=[C:8]([O:16][CH3:17])[CH:7]=1)C.[NH2:19][C:20]1[N:24]([CH2:25][CH:26]([OH:28])[CH3:27])[CH:23]=[N:22][C:21]=1[C:29]([NH2:31])=[O:30].[Na]. Product: [F:15][CH:13]([F:14])[O:12][C:9]1[CH:10]=[CH:11][C:6]([CH2:5][C:4]2[NH:31][C:29](=[O:30])[C:21]3[N:22]=[CH:23][N:24]([CH2:25][CH:26]([OH:28])[CH3:27])[C:20]=3[N:19]=2)=[CH:7][C:8]=1[O:16][CH3:17]. The catalyst class is: 8. (7) Reactant: F[C:2]1[CH:9]=[CH:8][C:7]([N+:10]([O-:12])=[O:11])=[CH:6][C:3]=1[C:4]#[N:5].[NH:13]1[CH2:18][CH2:17][O:16][CH2:15][CH2:14]1. Product: [O:16]1[CH2:17][CH2:18][N:13]([C:2]2[CH:9]=[CH:8][C:7]([N+:10]([O-:12])=[O:11])=[CH:6][C:3]=2[C:4]#[N:5])[CH2:14][CH2:15]1. The catalyst class is: 10. (8) Reactant: [CH2:1]([O:3][C:4](=[O:25])[CH2:5][C:6]1[CH:11]=[CH:10][C:9]([O:12][CH3:13])=[C:8]([S:14][Si](C(C)C)(C(C)C)C(C)C)[CH:7]=1)[CH3:2].[F-].C([N+](CCCC)(CCCC)CCCC)CCC.Cl[CH2:45][C:46](=[O:48])[CH3:47]. Product: [CH2:1]([O:3][C:4](=[O:25])[CH2:5][C:6]1[CH:11]=[CH:10][C:9]([O:12][CH3:13])=[C:8]([S:14][CH2:45][C:46](=[O:48])[CH3:47])[CH:7]=1)[CH3:2]. The catalyst class is: 1. (9) Reactant: [CH:1](=O)[CH2:2][CH2:3][CH2:4][CH2:5][CH2:6][CH:7]=[CH2:8].S(O)(O)(=O)=O.[NH2:15]O.[OH-].[Na+].C(OC(=O)C)(=O)C. Product: [C:1](#[N:15])[CH2:2][CH2:3][CH2:4][CH2:5][CH2:6][CH:7]=[CH2:8]. The catalyst class is: 226.